Predict the reactants needed to synthesize the given product. From a dataset of Full USPTO retrosynthesis dataset with 1.9M reactions from patents (1976-2016). (1) Given the product [F:24][C:21]1[CH:22]=[C:23]2[C:18](=[CH:19][C:20]=1[F:25])[NH:17][C:16](=[O:26])/[C:15]/2=[C:10]1\[CH:9]=[C:8]([C:32]2[CH:33]=[CH:34][C:29]([CH:27]=[O:28])=[CH:30][CH:31]=2)[C:12]([CH3:14])([CH3:13])[O:11]\1, predict the reactants needed to synthesize it. The reactants are: O1CCOCC1.Br[C:8]1[C:12]([CH3:14])([CH3:13])[O:11]/[C:10](=[C:15]2/[C:16](=[O:26])[NH:17][C:18]3[C:23]/2=[CH:22][C:21]([F:24])=[C:20]([F:25])[CH:19]=3)/[CH:9]=1.[CH:27]([C:29]1[CH:34]=[CH:33][C:32](B(O)O)=[CH:31][CH:30]=1)=[O:28].C([O-])([O-])=O.[Na+].[Na+]. (2) Given the product [CH2:11]([O:10][C:3](=[O:9])[C:4](=[O:6])[CH2:20][C:19](=[O:21])[C:15]1[CH:14]=[N:13][CH:18]=[CH:17][CH:16]=1)[CH3:12], predict the reactants needed to synthesize it. The reactants are: [H-].[Na+].[C:3]([O:10][CH2:11][CH3:12])(=[O:9])[C:4]([O:6]CC)=O.[N:13]1[CH:18]=[CH:17][CH:16]=[C:15]([C:19](=[O:21])[CH3:20])[CH:14]=1. (3) Given the product [Br:14][C:15]1[CH:20]=[C:19]([CH:21]([CH3:23])[CH3:22])[CH:18]=[CH:17][C:16]=1[N:24]1[C:33]2[N:32]=[C:31]([CH3:34])[N:30]=[C:29]([CH:2]([C:3]([O:5][CH2:6][CH3:7])=[O:4])[C:1]([O:9][CH2:10][CH3:11])=[O:8])[C:28]=2[NH:27][C:26](=[O:36])[CH2:25]1, predict the reactants needed to synthesize it. The reactants are: [C:1]([O:9][CH2:10][CH3:11])(=[O:8])[CH2:2][C:3]([O:5][CH2:6][CH3:7])=[O:4].[H][H].[Br:14][C:15]1[CH:20]=[C:19]([CH:21]([CH3:23])[CH3:22])[CH:18]=[CH:17][C:16]=1[N:24]1[C:33]2[N:32]=[C:31]([CH3:34])[N:30]=[C:29](Cl)[C:28]=2[NH:27][C:26](=[O:36])[CH2:25]1.